Dataset: Reaction yield outcomes from USPTO patents with 853,638 reactions. Task: Predict the reaction yield, written as a fraction of the theoretical maximum amount of product (1.0 means a 100% yield; for example, 0.34 means a 34% yield). The reactants are [Cl:1][C:2]1[CH:22]=[CH:21][CH:20]=[CH:19][C:3]=1[CH:4]([O:12][CH:13]1[CH2:18][CH2:17][NH:16][CH2:15][CH2:14]1)[C:5]1[CH:10]=[CH:9][C:8]([Cl:11])=[CH:7][CH:6]=1.[C:23]12([N:33]=[C:34]=[O:35])[CH2:32][CH:27]3[CH2:28][CH:29]([CH2:31][CH:25]([CH2:26]3)[CH2:24]1)[CH2:30]2.C(N(CC)CC)C.C(O)C(N)(CO)CO. The catalyst is ClCCl. The product is [Cl:1][C:2]1[CH:22]=[CH:21][CH:20]=[CH:19][C:3]=1[CH:4]([O:12][CH:13]1[CH2:18][CH2:17][N:16]([C:34]([NH:33][C:23]23[CH2:32][CH:27]4[CH2:26][CH:25]([CH2:31][CH:29]([CH2:28]4)[CH2:30]2)[CH2:24]3)=[O:35])[CH2:15][CH2:14]1)[C:5]1[CH:6]=[CH:7][C:8]([Cl:11])=[CH:9][CH:10]=1. The yield is 0.880.